From a dataset of Catalyst prediction with 721,799 reactions and 888 catalyst types from USPTO. Predict which catalyst facilitates the given reaction. (1) Reactant: [C:1](Cl)(=[O:4])[CH:2]=[CH2:3].[NH2:6][CH2:7][CH2:8][CH:9]1[CH2:13][N:12]([C:14]([O:16][C:17]([CH3:20])([CH3:19])[CH3:18])=[O:15])[C@H:11]([C:21]([O:23][CH3:24])=[O:22])[CH2:10]1.C(N(C(C)C)CC)(C)C. Product: [C:1]([NH:6][CH2:7][CH2:8][CH:9]1[CH2:13][N:12]([C:14]([O:16][C:17]([CH3:20])([CH3:18])[CH3:19])=[O:15])[C@H:11]([C:21]([O:23][CH3:24])=[O:22])[CH2:10]1)(=[O:4])[CH:2]=[CH2:3]. The catalyst class is: 1. (2) Reactant: [CH3:1][S:2]([C:5]1[CH:6]=[C:7]([S:11]([N:14]2[C:18]([C:19]3[CH:24]=[CH:23][CH:22]=[CH:21][CH:20]=3)=[CH:17][C:16]([CH:25]=O)=[CH:15]2)(=[O:13])=[O:12])[CH:8]=[CH:9][CH:10]=1)(=[O:4])=[O:3].CO.[CH3:29][NH2:30].[BH4-].[Na+].[ClH:33].C(=O)([O-])O.[Na+]. Product: [ClH:33].[CH3:29][NH:30][CH2:25][C:16]1[CH:17]=[C:18]([C:19]2[CH:24]=[CH:23][CH:22]=[CH:21][CH:20]=2)[N:14]([S:11]([C:7]2[CH:8]=[CH:9][CH:10]=[C:5]([S:2]([CH3:1])(=[O:4])=[O:3])[CH:6]=2)(=[O:13])=[O:12])[CH:15]=1. The catalyst class is: 5. (3) Reactant: Br[C:2]1[CH:3]=[CH:4][C:5]([C@@H:8]([NH:10][C:11](=[O:17])[O:12][C:13]([CH3:16])([CH3:15])[CH3:14])[CH3:9])=[N:6][CH:7]=1.[F:18][C:19]1[CH:24]=[CH:23][C:22](B(O)O)=[CH:21][C:20]=1[CH3:28].C(=O)(O)[O-].[Na+].N#N. Product: [F:18][C:19]1[CH:24]=[CH:23][C:22]([C:2]2[CH:3]=[CH:4][C:5]([C@@H:8]([NH:10][C:11](=[O:17])[O:12][C:13]([CH3:16])([CH3:15])[CH3:14])[CH3:9])=[N:6][CH:7]=2)=[CH:21][C:20]=1[CH3:28]. The catalyst class is: 225.